Dataset: Retrosynthesis with 50K atom-mapped reactions and 10 reaction types from USPTO. Task: Predict the reactants needed to synthesize the given product. (1) Given the product Cc1cccc(-c2cc(-c3cncc(-c4cccc(CN5CCN(C)CC5)c4)c3)cc(NC3CC3)n2)n1, predict the reactants needed to synthesize it. The reactants are: CN1CCN(Cc2cccc(B(O)O)c2)CC1.Cc1cccc(-c2cc(-c3cncc(Br)c3)cc(NC3CC3)n2)n1. (2) Given the product N#Cc1ccc(-c2cccc(-c3nc4cc(C#N)ccc4[nH]3)c2)cc1, predict the reactants needed to synthesize it. The reactants are: N#Cc1ccc(-c2ccc(O)c(-c3nc4cc(C#N)ccc4[nH]3)c2)cc1.